From a dataset of Peptide-MHC class I binding affinity with 185,985 pairs from IEDB/IMGT. Regression. Given a peptide amino acid sequence and an MHC pseudo amino acid sequence, predict their binding affinity value. This is MHC class I binding data. The peptide sequence is KQYDSTDFKM. The MHC is HLA-A02:01 with pseudo-sequence HLA-A02:01. The binding affinity (normalized) is 0.470.